Dataset: Forward reaction prediction with 1.9M reactions from USPTO patents (1976-2016). Task: Predict the product of the given reaction. (1) Given the reactants [C:1]([O:5][C:6]([N:8]1[CH2:13][CH2:12][CH:11]([CH2:14][C:15](=[O:18])[CH2:16][Br:17])[CH2:10][CH2:9]1)=[O:7])([CH3:4])([CH3:3])[CH3:2].[CH:19]1[CH:24]=[CH:23][C:22]([P:25]([C:32]2[CH:37]=[CH:36][CH:35]=[CH:34][CH:33]=2)[C:26]2[CH:31]=[CH:30][CH:29]=[CH:28][CH:27]=2)=[CH:21][CH:20]=1, predict the reaction product. The product is: [Br-:17].[C:1]([O:5][C:6]([N:8]1[CH2:13][CH2:12][CH:11]([CH2:14][C:15](=[O:18])[CH2:16][P+:25]([C:26]2[CH:27]=[CH:28][CH:29]=[CH:30][CH:31]=2)([C:32]2[CH:37]=[CH:36][CH:35]=[CH:34][CH:33]=2)[C:22]2[CH:21]=[CH:20][CH:19]=[CH:24][CH:23]=2)[CH2:10][CH2:9]1)=[O:7])([CH3:4])([CH3:3])[CH3:2]. (2) Given the reactants Cl[C:2]1[N:3]=[CH:4][CH:5]=[C:6]2[CH:10]=[CH:9][NH:8][C:7]=12, predict the reaction product. The product is: [NH:8]1[C:7]2=[CH:2][N:3]=[CH:4][CH:5]=[C:6]2[CH:10]=[CH:9]1. (3) Given the reactants Cl[C:2]1[C:6]2[CH:7]=[CH:8][CH:9]=[CH:10][C:5]=2[S:4](=[O:12])(=[O:11])[N:3]=1.[NH2:13][N:14]1[C:18](=[O:19])[CH2:17][S:16][C:15]1=[S:20], predict the reaction product. The product is: [O:19]=[C:18]1[CH2:17][S:16][C:15](=[S:20])[N:14]1[NH:13][C:2]1[C:6]2[CH:7]=[CH:8][CH:9]=[CH:10][C:5]=2[S:4](=[O:12])(=[O:11])[N:3]=1.